From a dataset of Full USPTO retrosynthesis dataset with 1.9M reactions from patents (1976-2016). Predict the reactants needed to synthesize the given product. (1) Given the product [F:1][C:2]1([F:16])[CH2:6][CH2:5][N:4]([C:7]2[C:14]([F:15])=[CH:13][CH:12]=[CH:11][C:8]=2[CH:9]=[N:21][CH2:20][CH2:19][C:18]([CH3:23])([CH3:22])[CH3:17])[CH2:3]1, predict the reactants needed to synthesize it. The reactants are: [F:1][C:2]1([F:16])[CH2:6][CH2:5][N:4]([C:7]2[C:14]([F:15])=[CH:13][CH:12]=[CH:11][C:8]=2[CH:9]=O)[CH2:3]1.[CH3:17][C:18]([CH3:23])([CH3:22])[CH2:19][CH2:20][NH2:21]. (2) Given the product [CH3:4][C:2]([Si:5]([CH3:22])([CH3:21])[O:6][C@@H:7]1[CH2:11][N:10]([C:12]([O:14][C:15]([CH3:16])([CH3:18])[CH3:17])=[O:13])[C@@H:9]([CH2:19][O:20][C:32](=[O:33])[C:31]([CH3:36])([CH3:35])[CH3:30])[CH2:8]1)([CH3:1])[CH3:3], predict the reactants needed to synthesize it. The reactants are: [CH3:1][C:2]([Si:5]([CH3:22])([CH3:21])[O:6][C@@H:7]1[CH2:11][N:10]([C:12]([O:14][C:15]([CH3:18])([CH3:17])[CH3:16])=[O:13])[C@@H:9]([CH2:19][OH:20])[CH2:8]1)([CH3:4])[CH3:3].C(N(CC)CC)C.[CH3:30][C:31]([CH3:36])([CH3:35])[C:32](Cl)=[O:33]. (3) The reactants are: [F:1][C:2]1([F:7])[CH2:6][CH2:5][NH:4][CH2:3]1.C[O:9][C:10]([C:12]1[C:16]([NH:17][C:18]([C:20]2[C:25]([NH:26][C:27]3[CH:28]=[N:29][CH:30]=[N:31][CH:32]=3)=[CH:24][CH:23]=[C:22]([CH:33]3[CH2:35][CH2:34]3)[N:21]=2)=[O:19])=[CH:15][N:14]([CH3:36])[N:13]=1)=O. Given the product [F:1][C:2]1([F:7])[CH2:6][CH2:5][N:4]([C:10]([C:12]2[C:16]([NH:17][C:18]([C:20]3[C:25]([NH:26][C:27]4[CH:28]=[N:29][CH:30]=[N:31][CH:32]=4)=[CH:24][CH:23]=[C:22]([CH:33]4[CH2:35][CH2:34]4)[N:21]=3)=[O:19])=[CH:15][N:14]([CH3:36])[N:13]=2)=[O:9])[CH2:3]1, predict the reactants needed to synthesize it. (4) Given the product [Cl:1][C:2]1[CH:7]=[CH:6][C:5]([C:8]2[N:30]([C:25]3[CH:26]=[CH:27][CH:28]=[CH:29][C:24]=3[O:23][CH3:22])[N:31]=[C:10]([CH:12]3[CH2:17][CH2:16][O:15][C:14]([CH3:19])([CH3:18])[CH2:13]3)[CH:9]=2)=[CH:4][CH:3]=1, predict the reactants needed to synthesize it. The reactants are: [Cl:1][C:2]1[CH:7]=[CH:6][C:5](/[C:8](/O)=[CH:9]/[C:10]([CH:12]2[CH2:17][CH2:16][O:15][C:14]([CH3:19])([CH3:18])[CH2:13]2)=O)=[CH:4][CH:3]=1.Cl.[CH3:22][O:23][C:24]1[CH:29]=[CH:28][CH:27]=[CH:26][C:25]=1[NH:30][NH2:31]. (5) The reactants are: F[C:2]1[CH:7]=[CH:6][C:5]([N+:8]([O-:10])=[O:9])=[CH:4][C:3]=1[CH2:11][C:12]([OH:14])=O.[CH:15]([NH2:19])([CH2:17][CH3:18])[CH3:16]. Given the product [CH:15]([N:19]1[C:2]2[C:3](=[CH:4][C:5]([N+:8]([O-:10])=[O:9])=[CH:6][CH:7]=2)[CH2:11][C:12]1=[O:14])([CH2:17][CH3:18])[CH3:16], predict the reactants needed to synthesize it. (6) Given the product [C:25]([OH:30])(=[O:39])[CH3:26].[CH3:35][N:34]([CH3:38])[CH2:3][C:4]([C:6]1[CH:7]=[C:8]2[N:14]=[CH:13][N:12]([CH2:15][C:16]3[CH:32]=[CH:31][C:19]4[N:20]=[C:21]([NH:23][C@@H:24]5[CH2:29][CH2:28][CH2:27][CH2:26][C@H:25]5[OH:30])[S:22][C:18]=4[CH:17]=3)[C:9]2=[N:10][CH:11]=1)=[O:5], predict the reactants needed to synthesize it. The reactants are: C([O:3][C:4]([C:6]1[CH:7]=[C:8]2[N:14]=[CH:13][N:12]([CH2:15][C:16]3[CH:32]=[CH:31][C:19]4[N:20]=[C:21]([NH:23][C@@H:24]5[CH2:29][CH2:28][CH2:27][CH2:26][C@H:25]5[OH:30])[S:22][C:18]=4[CH:17]=3)[C:9]2=[N:10][CH:11]=1)=[CH2:5])C.Br[N:34]1[C:38](=[O:39])CC[C:35]1=O.CNC.